This data is from Forward reaction prediction with 1.9M reactions from USPTO patents (1976-2016). The task is: Predict the product of the given reaction. (1) Given the reactants [NH2:1][C@H:2]1[C@H:7]([OH:8])[C:6]([F:10])([F:9])[CH2:5][CH2:4][CH2:3]1.C(N([CH2:16][CH3:17])CC)C.[CH3:18][C:19]([O:22][C:23](O[C:23]([O:22][C:19](C)(C)[CH3:18])=[O:24])=[O:24])(C)C, predict the reaction product. The product is: [F:9][C:6]1([F:10])[CH2:5][CH2:4][CH2:3][C@@H:2]([NH:1][C:23](=[O:24])[O:22][CH2:19][CH2:18][CH2:16][CH3:17])[C@@H:7]1[OH:8]. (2) Given the reactants C(OC([NH:8][CH:9]([C:15](=[O:17])[CH3:16])[C:10]([O:12][CH2:13][CH3:14])=[O:11])=O)(C)(C)C.[ClH:18].CCOC(C)=O, predict the reaction product. The product is: [ClH:18].[NH2:8][CH:9]([C:15](=[O:17])[CH3:16])[C:10]([O:12][CH2:13][CH3:14])=[O:11]. (3) Given the reactants [NH2:1][C@@H:2]1[CH2:6][CH2:5][N:4]([C:7](OC(C)(C)C)=O)[CH2:3]1.C([N:16](CC)CC)C.[Cl:21][C:22]1[CH:27]=[CH:26][CH:25]=[C:24]([Cl:28])[C:23]=1[S:29](Cl)(=[O:31])=[O:30].CCN(C(C)C)C(C)C.BrC#N, predict the reaction product. The product is: [Cl:21][C:22]1[CH:27]=[CH:26][CH:25]=[C:24]([Cl:28])[C:23]=1[S:29]([NH:1][C@@H:2]1[CH2:6][CH2:5][N:4]([C:7]#[N:16])[CH2:3]1)(=[O:31])=[O:30]. (4) Given the reactants C(OC([N:8]1[CH2:12][CH2:11][CH2:10][CH:9]1[C:13](=[O:23])[NH:14][C:15]1[CH:20]=[CH:19][C:18]([C:21]#[N:22])=[CH:17][CH:16]=1)=O)(C)(C)C, predict the reaction product. The product is: [C:21]([C:18]1[CH:19]=[CH:20][C:15]([NH:14][C:13]([CH:9]2[CH2:10][CH2:11][CH2:12][NH:8]2)=[O:23])=[CH:16][CH:17]=1)#[N:22]. (5) Given the reactants [CH2:1]([Mg]Br)[CH3:2].[F:5][C:6]1[CH:7]=[C:8]([CH:38]=[CH:39][C:40]=1[F:41])[O:9][C:10]1([C:33](OCC)=[O:34])[CH2:15][CH2:14][CH2:13][N:12]2[C:16]([C:19]3[CH:24]=[CH:23][C:22]([C:25]4[O:29][C:28]([CH3:30])=[N:27][CH:26]=4)=[C:21]([O:31][CH3:32])[CH:20]=3)=[N:17][N:18]=[C:11]12.[Cl-].[NH4+], predict the reaction product. The product is: [F:5][C:6]1[CH:7]=[C:8]([CH:38]=[CH:39][C:40]=1[F:41])[O:9][C:10]1([CH:33]([OH:34])[CH2:1][CH3:2])[CH2:15][CH2:14][CH2:13][N:12]2[C:16]([C:19]3[CH:24]=[CH:23][C:22]([C:25]4[O:29][C:28]([CH3:30])=[N:27][CH:26]=4)=[C:21]([O:31][CH3:32])[CH:20]=3)=[N:17][N:18]=[C:11]12.